This data is from Forward reaction prediction with 1.9M reactions from USPTO patents (1976-2016). The task is: Predict the product of the given reaction. (1) Given the reactants [CH3:1][C:2]1[N:10]([C:11]([C:13]2[CH:14]=[CH:15][C:16]([Cl:19])=[CH:17][CH:18]=2)=O)[C:9]2[CH:8]=[CH:7][C:6]([O:20][CH3:21])=[CH:5][C:4]=2[C:3]=1[CH2:22][C:23](O)=[O:24].B(F)(F)F.CCOCC.[BH4-].[Na+], predict the reaction product. The product is: [Cl:19][C:16]1[CH:17]=[CH:18][C:13]([CH2:11][N:10]2[C:9]3[C:4](=[CH:5][C:6]([O:20][CH3:21])=[CH:7][CH:8]=3)[C:3]([CH2:22][CH2:23][OH:24])=[C:2]2[CH3:1])=[CH:14][CH:15]=1. (2) The product is: [CH:28]1([C:25]2[CH:26]=[CH:27][C:22]([O:21][CH2:20][C@H:18]3[O:19][C:15]4=[N:14][C:13](=[O:34])[CH:12]=[C:11]([CH2:10][S:7][C:1]5[CH:6]=[CH:5][CH:4]=[CH:3][CH:2]=5)[N:16]4[CH2:17]3)=[CH:23][CH:24]=2)[CH2:33][CH2:32][CH2:31][CH2:30][CH2:29]1. Given the reactants [C:1]1([S:7]([CH2:10][C:11]2[N:16]3[CH2:17][C@@H:18]([CH2:20][O:21][C:22]4[CH:27]=[CH:26][C:25]([CH:28]5[CH2:33][CH2:32][CH2:31][CH2:30][CH2:29]5)=[CH:24][CH:23]=4)[O:19][C:15]3=[N:14][C:13](=[O:34])[CH:12]=2)(=O)=O)[CH:6]=[CH:5][CH:4]=[CH:3][CH:2]=1.B1([O-])OO1.O.O.O.O.[Na+].[OH-].[Na+].C([O-])([O-])=O.[Na+].[Na+], predict the reaction product. (3) Given the reactants FC1C([O:8][C:9]([C:11]2[N:12]([CH3:32])[C:13]3[C:21]([CH:22]=2)=[C:20]2[C:16]([C:17](=[O:24])[NH:18][C:19]2=[O:23])=[C:15]([C:25]2[CH:30]=[CH:29][CH:28]=[CH:27][C:26]=2[Cl:31])[CH:14]=3)=O)=C(F)C(F)=C(F)C=1F.C(N(CC)CC)C.[CH3:44][N:45]1[CH2:49][CH2:48][CH2:47][CH:46]1[CH2:50][CH2:51][NH2:52].O, predict the reaction product. The product is: [CH3:44][N:45]1[CH2:49][CH2:48][CH2:47][CH:46]1[CH2:50][CH2:51][NH:52][C:9]([C:11]1[N:12]([CH3:32])[C:13]2[C:21]([CH:22]=1)=[C:20]1[C:16]([C:17](=[O:24])[NH:18][C:19]1=[O:23])=[C:15]([C:25]1[CH:30]=[CH:29][CH:28]=[CH:27][C:26]=1[Cl:31])[CH:14]=2)=[O:8].